Dataset: Forward reaction prediction with 1.9M reactions from USPTO patents (1976-2016). Task: Predict the product of the given reaction. (1) Given the reactants FC(F)(F)C(O)=O.[CH3:8][S:9]([C:12]1[CH:33]=[CH:32][C:15]([O:16][C:17]2[N:22]=[CH:21][N:20]=[C:19]3[N:23]([CH:26]4[CH2:31][CH2:30][NH:29][CH2:28][CH2:27]4)[N:24]=[CH:25][C:18]=23)=[CH:14][CH:13]=1)(=[O:11])=[O:10].Cl[C:35]([O:37][CH2:38][C:39]([CH3:42])([CH3:41])[CH3:40])=[O:36], predict the reaction product. The product is: [CH3:40][C:39]([CH3:42])([CH3:41])[CH2:38][O:37][C:35]([N:29]1[CH2:28][CH2:27][CH:26]([N:23]2[C:19]3=[N:20][CH:21]=[N:22][C:17]([O:16][C:15]4[CH:14]=[CH:13][C:12]([S:9]([CH3:8])(=[O:11])=[O:10])=[CH:33][CH:32]=4)=[C:18]3[CH:25]=[N:24]2)[CH2:31][CH2:30]1)=[O:36]. (2) The product is: [CH2:1]([C:7]1[CH:40]=[CH:39][C:10]([CH2:11][C:13]2[CH:21]=[C:20]([C:22]([OH:24])=[O:23])[C:19]([CH2:25][C:26]3[CH:31]=[CH:30][C:29]([CH2:32][CH2:33][CH2:34][CH2:35][CH2:36][CH3:37])=[CH:28][CH:27]=3)=[CH:18][C:14]=2[C:15]([OH:17])=[O:16])=[CH:9][CH:8]=1)[CH2:2][CH2:3][CH2:4][CH2:5][CH3:6]. Given the reactants [CH2:1]([C:7]1[CH:40]=[CH:39][C:10]([C:11]([C:13]2[CH:21]=[C:20]([C:22]([OH:24])=[O:23])[C:19]([C:25](=O)[C:26]3[CH:31]=[CH:30][C:29]([CH2:32][CH2:33][CH2:34][CH2:35][CH2:36][CH3:37])=[CH:28][CH:27]=3)=[CH:18][C:14]=2[C:15]([OH:17])=[O:16])=O)=[CH:9][CH:8]=1)[CH2:2][CH2:3][CH2:4][CH2:5][CH3:6].[H][H], predict the reaction product.